This data is from Full USPTO retrosynthesis dataset with 1.9M reactions from patents (1976-2016). The task is: Predict the reactants needed to synthesize the given product. (1) The reactants are: [NH2:1][CH2:2][CH2:3][CH2:4][CH2:5][CH2:6][CH2:7][CH2:8][NH:9][C:10]1[C:11]2[C:16]([N:17]=[C:18]3[C:23]=1[CH2:22][CH2:21][CH2:20][CH2:19]3)=[CH:15][CH:14]=[CH:13][CH:12]=2.[CH2:24]=O.[CH3:26][O:27][C:28]1[CH:29]=[C:30]2[C:34](=[CH:35][C:36]=1[O:37][CH3:38])[C:33](=[O:39])[CH2:32][CH2:31]2.Cl. Given the product [NH3:1].[CH3:26][O:27][C:28]1[CH:29]=[C:30]2[C:34](=[CH:35][C:36]=1[O:37][CH3:38])[C:33](=[O:39])[CH:32]([CH2:24][NH:1][CH2:2][CH2:3][CH2:4][CH2:5][CH2:6][CH2:7][CH2:8][NH:9][C:10]1[C:11]3[C:16]([N:17]=[C:18]4[C:23]=1[CH2:22][CH2:21][CH2:20][CH2:19]4)=[CH:15][CH:14]=[CH:13][CH:12]=3)[CH2:31]2, predict the reactants needed to synthesize it. (2) Given the product [OH:1][C:2]1[C:3]([C:18](=[N:20][NH:21][C:22]([C:24]2[S:28][C:27]([C:29]([OH:31])=[O:30])=[CH:26][CH:25]=2)=[O:23])[CH3:19])=[N:4][N:5]([CH3:17])[C:6]=1[C:7]1[CH:8]=[CH:9][C:10]([C:13]([F:16])([F:14])[F:15])=[CH:11][CH:12]=1, predict the reactants needed to synthesize it. The reactants are: [OH:1][C:2]1[C:3]([C:18](=[N:20][NH:21][C:22]([C:24]2[S:28][C:27]([C:29]([O:31]C)=[O:30])=[CH:26][CH:25]=2)=[O:23])[CH3:19])=[N:4][N:5]([CH3:17])[C:6]=1[C:7]1[CH:12]=[CH:11][C:10]([C:13]([F:16])([F:15])[F:14])=[CH:9][CH:8]=1.[OH-].[Na+]. (3) Given the product [C:35]([O:34][C:32](=[O:33])[NH:39][C:40]1([C:43]([N:5]2[CH2:8][CH:7]([C:9]3[CH:30]=[CH:29][C:12]4[C:13]5[N:14]=[C:15]([C:21]6[N:22]([CH:26]([CH3:28])[CH3:27])[N:23]=[CH:24][N:25]=6)[S:16][C:17]=5[CH2:18][CH2:19][O:20][C:11]=4[CH:10]=3)[CH2:6]2)=[O:45])[CH2:41][CH2:42]1)([CH3:36])([CH3:37])[CH3:38], predict the reactants needed to synthesize it. The reactants are: O[C@H](C)C([N:5]1[CH2:8][CH:7]([C:9]2[CH:30]=[CH:29][C:12]3[C:13]4[N:14]=[C:15]([C:21]5[N:22]([CH:26]([CH3:28])[CH3:27])[N:23]=[CH:24][N:25]=5)[S:16][C:17]=4[CH2:18][CH2:19][O:20][C:11]=3[CH:10]=2)[CH2:6]1)=O.[C:32]([NH:39][C:40]1([C:43]([OH:45])=O)[CH2:42][CH2:41]1)([O:34][C:35]([CH3:38])([CH3:37])[CH3:36])=[O:33].